Dataset: NCI-60 drug combinations with 297,098 pairs across 59 cell lines. Task: Regression. Given two drug SMILES strings and cell line genomic features, predict the synergy score measuring deviation from expected non-interaction effect. (1) Drug 1: CN(C)N=NC1=C(NC=N1)C(=O)N. Drug 2: CC1C(C(=O)NC(C(=O)N2CCCC2C(=O)N(CC(=O)N(C(C(=O)O1)C(C)C)C)C)C(C)C)NC(=O)C3=C4C(=C(C=C3)C)OC5=C(C(=O)C(=C(C5=N4)C(=O)NC6C(OC(=O)C(N(C(=O)CN(C(=O)C7CCCN7C(=O)C(NC6=O)C(C)C)C)C)C(C)C)C)N)C. Cell line: M14. Synergy scores: CSS=-4.07, Synergy_ZIP=2.42, Synergy_Bliss=0.322, Synergy_Loewe=-3.70, Synergy_HSA=-3.85. (2) Drug 1: C1CC(=O)NC(=O)C1N2CC3=C(C2=O)C=CC=C3N. Drug 2: CCC1=C2CN3C(=CC4=C(C3=O)COC(=O)C4(CC)O)C2=NC5=C1C=C(C=C5)O. Cell line: CAKI-1. Synergy scores: CSS=51.3, Synergy_ZIP=-2.46, Synergy_Bliss=-2.03, Synergy_Loewe=-9.31, Synergy_HSA=0.501.